From a dataset of Full USPTO retrosynthesis dataset with 1.9M reactions from patents (1976-2016). Predict the reactants needed to synthesize the given product. Given the product [CH3:1][S:2]([NH:5][C:6]1[CH:11]=[CH:10][CH:9]=[CH:8][C:7]=1[C:12](=[O:38])[CH2:13][N:14]1[C:23](=[O:24])[C:22]2[N:21]([CH2:25][CH:26]=[C:27]([CH3:29])[CH3:28])[C:20]([N:30]3[CH2:35][CH2:34][CH2:33][CH:32]([NH2:36])[CH2:31]3)=[N:19][C:18]=2[N:17]([CH3:37])[C:15]1=[O:16])(=[O:4])=[O:3], predict the reactants needed to synthesize it. The reactants are: [CH3:1][S:2]([N:5](S(C)(=O)=O)[C:6]1[CH:11]=[CH:10][CH:9]=[CH:8][C:7]=1[C:12](=[O:38])[CH2:13][N:14]1[C:23](=[O:24])[C:22]2[N:21]([CH2:25][CH:26]=[C:27]([CH3:29])[CH3:28])[C:20]([N:30]3[CH2:35][CH2:34][CH2:33][CH:32]([NH2:36])[CH2:31]3)=[N:19][C:18]=2[N:17]([CH3:37])[C:15]1=[O:16])(=[O:4])=[O:3].[OH-].[Na+].